From a dataset of Experimentally validated miRNA-target interactions with 360,000+ pairs, plus equal number of negative samples. Binary Classification. Given a miRNA mature sequence and a target amino acid sequence, predict their likelihood of interaction. The miRNA is mmu-miR-696 with sequence GCGUGUGCUUGCUGUGGG. The protein sequence of the target gene is MSLLATLGLELDRALLPASGLGWLVDYGKLPPAPAPLAPYEVLGGALEGGLPVGGEPLAGDGFSDWMTERVDFTALLPLEPPLPPGTLPQPSPTPPDLEAMASLLKKELEQMEDFFLDAPPLPPPSPPPLPPPPLPPAPSLPLSLPSFDLPQPPVLDTLDLLAIYCRNEAGQEEVGMPPLPPPQQPPPPSPPQPSRLAPYPHPATTRGDRKQKKRDQNKSAALRYRQRKRAEGEALEGECQGLEARNRELKERAESVEREIQYVKDLLIEVYKARSQRTRSC. Result: 0 (no interaction).